From a dataset of Full USPTO retrosynthesis dataset with 1.9M reactions from patents (1976-2016). Predict the reactants needed to synthesize the given product. Given the product [OH:16][C:9]1[CH:10]=[CH:11][C:12]([N:2]([CH3:1])[C:3]2[CH:8]=[CH:7][CH:6]=[CH:5][CH:4]=2)=[CH:13][CH:14]=1, predict the reactants needed to synthesize it. The reactants are: [CH3:1][NH:2][C:3]1[CH:8]=[CH:7][CH:6]=[CH:5][CH:4]=1.[C:9]1(=[O:16])[CH2:14][CH2:13][C:12](=O)[CH2:11][CH2:10]1.C(N(CC)CC)C.